From a dataset of Full USPTO retrosynthesis dataset with 1.9M reactions from patents (1976-2016). Predict the reactants needed to synthesize the given product. (1) Given the product [F:27][C:2]([F:26])([F:1])[C:3]1[CH:4]=[C:5]([C:9]2[N:13]3[N:14]=[C:15]([NH:18][C@H:19]4[CH2:20][CH2:21][C@H:22]([NH:25][S:38]([CH3:37])(=[O:40])=[O:39])[CH2:23][CH2:24]4)[CH:16]=[CH:17][C:12]3=[N:11][CH:10]=2)[CH:6]=[CH:7][CH:8]=1, predict the reactants needed to synthesize it. The reactants are: [F:1][C:2]([F:27])([F:26])[C:3]1[CH:4]=[C:5]([C:9]2[N:13]3[N:14]=[C:15]([NH:18][C@H:19]4[CH2:24][CH2:23][C@H:22]([NH2:25])[CH2:21][CH2:20]4)[CH:16]=[CH:17][C:12]3=[N:11][CH:10]=2)[CH:6]=[CH:7][CH:8]=1.CCN(C(C)C)C(C)C.[CH3:37][S:38](Cl)(=[O:40])=[O:39]. (2) The reactants are: [SH:1][CH2:2][C:3]([OH:5])=[O:4].[OH-].[Na+].CC(C)=O.Br[CH2:13][C:14]1[CH:19]=[C:18]([Cl:20])[CH:17]=[CH:16][C:15]=1[N+:21]([O-:23])=[O:22]. Given the product [Cl:20][C:18]1[CH:17]=[CH:16][C:15]([N+:21]([O-:23])=[O:22])=[C:14]([CH:19]=1)[CH2:13][S:1][CH2:2][C:3]([OH:5])=[O:4], predict the reactants needed to synthesize it. (3) Given the product [CH3:29][C:28]1([C:25]2[CH:26]=[C:27]3[C:22](=[CH:23][CH:24]=2)[C:21](=[O:31])[CH2:20][CH2:19][C:18]3([CH3:32])[CH3:17])[O:14][CH2:12][CH2:8][O:30]1, predict the reactants needed to synthesize it. The reactants are: CC1(C)C2C(=C[C:8]([C:12](=[O:14])C)=CC=2)C(=O)CC1.[CH3:17][C:18]1([CH3:32])[C:27]2[C:22](=[CH:23][CH:24]=[C:25]([C:28](=[O:30])[CH3:29])[CH:26]=2)[C:21](=[O:31])[CH2:20][CH2:19]1.C(O)CO.O.C1(C)C=CC(S(O)(=O)=O)=CC=1. (4) Given the product [Cl:22][C:23]1[CH:29]=[CH:28][C:26]([NH:27][C:18]([C:14]2[C:15]3[CH2:16][CH2:17][N:8]([CH2:7][C:4]4[CH:3]=[CH:2][N:1]=[CH:6][CH:5]=4)[CH2:9][C:10]=3[CH:11]=[CH:12][CH:13]=2)=[O:20])=[CH:25][CH:24]=1, predict the reactants needed to synthesize it. The reactants are: [N:1]1[CH:6]=[CH:5][C:4]([CH2:7][N:8]2[CH2:17][CH2:16][C:15]3[C:14]([C:18]([O-:20])=O)=[CH:13][CH:12]=[CH:11][C:10]=3[CH2:9]2)=[CH:3][CH:2]=1.[Na+].[Cl:22][C:23]1[CH:29]=[CH:28][C:26]([NH2:27])=[CH:25][CH:24]=1.F[B-](F)(F)F.N1(OC(N(C)C)=[N+](C)C)C2C=CC=CC=2N=N1.C(N(CC)C(C)C)(C)C. (5) Given the product [Br:40][C:11]1[C:10]2[NH:9][C:8](=[O:13])[C:7]3[S:14][CH:15]=[CH:16][C:6]=3[C:5]=2[C:4]([C:17]2[CH:32]=[CH:31][C:20]([CH2:21][CH2:22][NH:23][C:24](=[O:30])[O:25][C:26]([CH3:28])([CH3:29])[CH3:27])=[CH:19][CH:18]=2)=[C:3]([O:2][CH3:1])[CH:12]=1, predict the reactants needed to synthesize it. The reactants are: [CH3:1][O:2][C:3]1[CH:12]=[CH:11][C:10]2[NH:9][C:8](=[O:13])[C:7]3[S:14][CH:15]=[CH:16][C:6]=3[C:5]=2[C:4]=1[C:17]1[CH:32]=[CH:31][C:20]([CH2:21][CH2:22][NH:23][C:24](=[O:30])[O:25][C:26]([CH3:29])([CH3:28])[CH3:27])=[CH:19][CH:18]=1.C1C(=O)N([Br:40])C(=O)C1. (6) Given the product [CH3:28][N:29]([C:17]([C:16]1[CH:20]=[CH:21][C:13]([NH:12][CH:7]([C:6]2[CH:5]=[C:4]([C:22]3[CH:23]=[CH:24][CH:25]=[CH:26][CH:27]=3)[O:3][C:2]=2[CH3:1])[CH2:8][CH2:9][CH2:10][CH3:11])=[CH:14][CH:15]=1)=[O:19])[CH2:30][CH2:31][C:32]([OH:34])=[O:33], predict the reactants needed to synthesize it. The reactants are: [CH3:1][C:2]1[O:3][C:4]([C:22]2[CH:27]=[CH:26][CH:25]=[CH:24][CH:23]=2)=[CH:5][C:6]=1[CH:7]([NH:12][C:13]1[CH:21]=[CH:20][C:16]([C:17]([OH:19])=O)=[CH:15][CH:14]=1)[CH2:8][CH2:9][CH2:10][CH3:11].[CH3:28][NH:29][CH2:30][CH2:31][C:32]([O:34]CC)=[O:33].Cl.C(N=C=NCCCN(C)C)C.O.OC1C2N=NNC=2C=CC=1.